From a dataset of Drug-target binding data from BindingDB using IC50 measurements. Regression. Given a target protein amino acid sequence and a drug SMILES string, predict the binding affinity score between them. We predict pIC50 (pIC50 = -log10(IC50 in M); higher means more potent). Dataset: bindingdb_ic50. (1) The small molecule is C[C@]1(CCl)[C@H](C(=O)O)N2C(=O)[C@H](F)[C@H]2S1(=O)=O. The target protein (P00809) has sequence MILKNKRMLKIGICVGILGLSITSLEAFTGESLQVEAKEKTGQVKHKNQATHKEFSQLEKKFDARLGVYAIDTGTNQTISYRPNERFAFASTYKALAAGVLLQQNSIDSLNEVITYTKEDLVDYSPVTEKHVDTGMKLGEIAEAAVRSSDNTAGNILFNKIGGPKGYEKALRHMGDRITMSNRFETELNEAIPGDIRDTSTAKAIATNLKAFTVGNALPAEKRKILTEWMKGNATGDKLIRAGIPTDWVVGDKSGAGSYGTRNDIAVVWPPNSAPIIVLISSKDEKEAIYNDQLIAEATKVIVKGS. The pIC50 is 2.5. (2) The compound is CC(=O)Nc1ccc(C(=O)O)cc1N=C(N)N. The target protein (P16199) has sequence MLPSTIQTLTLFLTSGGVLLSLYVSASLSYLLYSDILLRFSSKITAPTMTLDCANASNVQAVNRSATKEMTFLLPEPEWTYPRLSCQGSTFQKALLISPHRFGEARGNSAPLIIREPFIACGPKECKHFALTHYAAQPGGYYNGTREDRNKLRHLISVKLGKIPTVENSIFHMAAWSGSACHDGREWTYIGVDGPDSNALIKIKYGEAYTDTYHSYANNILRTQESACNCIGGDCYLMITDGSASGISECRFLKIREGRIIKEIFPTGRVEHTEECTCGFASNKTIECACRDNSYTAKRPFVKLNVETDTAEIRLMCTETYLDTPRPDDGSITGPCESDGDKGRGGIKGGFVHQRMASKIGRWYSRTMSKTERMGMELYVKYDGDPWTDSDALAPSGVMVSMKEPGWYSFGFEIKDKKCDVPCIGIEMVHDGGKKTWHSAATAIYCLMGSGQLLWDTVTGVDMAL. The pIC50 is 5.0. (3) The drug is CC(/C=C/CCC(=O)N1CCCC1=O)=C\C1CCCCO1. The target protein (Q9QXE2) has sequence MDPQGIVKAFPKRKKSHADLSSKALAKIPKREVGEARGWLSSLRAHIMPAGIGRARAELFEKQIIHHGGQVCSAQAPGVTHIVVDEDMDYERALRLLRLPQLPPGAQLVKSTWLSLCLQEGRLTDTEGFSLPMPKRSLDEPQPSKSGQDASAPGTQRDLPRTTLSLSPPHTRAVSPPPTAEKPSRTQAQLSSEDETSDGEGPQVSSADLQALITGHYPTPPEEDGGPDPAPEALDKWVCAQPSSQKATNYNLHITEKLEVLAKAYSVQGDKWRALGYAKAINALKSFHKPVSSYQEACSIPGIGKRMAEKVMEILESGHLRKLDHISDSVPVLELFSNIWGAGTKTAQMWYHQGFRNLEDLQSLGSLTAQQAIGLKHYDDFLDRMPREEAAEIEQTVRISAQAFNPGLLCVACGSYRRGKMTCGDVDVLITHPDGRSHRGIFSCLLDSLRQQGFLTDDLVSQEENGQQQKYLGVCRLPGPGKRHRRLDIIVVPYCEFACA.... The pIC50 is 3.7. (4) The small molecule is C[N+](C)(CC#CCOC1=NOCC1)CCCCCCC[N+](C)(C)CCCN1C(=O)c2ccccc2C1=O. The target protein (P09660) has sequence MTMALLGTLLLLALFGRSQGKNEELSLYHHLFDNYDPECRPVRRPEDTVTITLKVTLTNLISLNEKEETLTTSVWIGIEWQDYRLNFSKDDFAGVEILRVPSEHVWLPEIVLENNIDGQFGVAYDCNVLVYEGGSVSWLPPAIYRSTCAVEVTYFPFDWQNCSLIFRSQTYNAEEVELIFAVDDDGNAINKIDIDTAAFTENGEWAIDYCPGMIRHYEGGSTEDPGETDVIYTLIIRRKPLFYVINIIVPCVLISGLVLLAYFLPAQAGGQKCTVSINVLLAQTVFLFLIAQKIPETSLSVPLLGRYLIFVMVVATLIVMNCVIVLNVSLRTPTTHATSPRLRQILLELLPRLLGLSPPPEDPGAASPARRASSVGILLRAEELILKKPRSELVFEGQRHRHGTWTAAALCQNLGAAAPEVRCCVDAVNFVAESTRDQEATGEELSDWVRMGKALDNVCFWAALVLFSVGSTLIFLGGYFNQVPDLPYPPCIQP. The pIC50 is 4.5.